From a dataset of Full USPTO retrosynthesis dataset with 1.9M reactions from patents (1976-2016). Predict the reactants needed to synthesize the given product. (1) Given the product [C:17]([C:14]1[N:12]2[CH2:13][C@:8]([C:6]3[CH:7]=[C:2]([NH:1][C:36]([C:33]4[CH:32]=[CH:31][C:30]([F:29])=[CH:35][N:34]=4)=[O:37])[CH:3]=[CH:4][C:5]=3[F:28])([CH3:27])[N:9]=[C:10]([NH:19][C:20](=[O:26])[O:21][C:22]([CH3:24])([CH3:23])[CH3:25])[C:11]2=[N:16][CH:15]=1)#[N:18], predict the reactants needed to synthesize it. The reactants are: [NH2:1][C:2]1[CH:3]=[CH:4][C:5]([F:28])=[C:6]([C@:8]2([CH3:27])[CH2:13][N:12]3[C:14]([C:17]#[N:18])=[CH:15][N:16]=[C:11]3[C:10]([NH:19][C:20](=[O:26])[O:21][C:22]([CH3:25])([CH3:24])[CH3:23])=[N:9]2)[CH:7]=1.[F:29][C:30]1[CH:31]=[CH:32][C:33]([C:36](O)=[O:37])=[N:34][CH:35]=1. (2) Given the product [F:1][C:2]1[CH:7]=[CH:6][C:5]([N:8]2[C:16]3[C:11](=[CH:12][C:13]([O:17][CH:18]([C:22]4[CH:23]=[CH:24][C:25]([S:28][CH3:29])=[CH:26][CH:27]=4)[CH:19]([NH:21][S:42]([CH:39]4[CH2:41][CH2:40]4)(=[O:44])=[O:43])[CH3:20])=[CH:14][CH:15]=3)[CH:10]=[N:9]2)=[CH:4][CH:3]=1, predict the reactants needed to synthesize it. The reactants are: [F:1][C:2]1[CH:7]=[CH:6][C:5]([N:8]2[C:16]3[C:11](=[CH:12][C:13]([O:17][CH:18]([C:22]4[CH:27]=[CH:26][C:25]([S:28][CH3:29])=[CH:24][CH:23]=4)[CH:19]([NH2:21])[CH3:20])=[CH:14][CH:15]=3)[CH:10]=[N:9]2)=[CH:4][CH:3]=1.C(N(C(C)C)C(C)C)C.[CH:39]1([S:42](Cl)(=[O:44])=[O:43])[CH2:41][CH2:40]1. (3) Given the product [ClH:1].[CH3:14][C:12]1[N:13]=[C:9]([NH:8][C:5]2[C:4]([O:15][C:16]3[CH:21]=[CH:20][CH:19]=[CH:18][CH:17]=3)=[CH:3][C:2]([S:35][C:29]3[CH:34]=[CH:33][CH:32]=[CH:31][CH:30]=3)=[CH:7][N:6]=2)[S:10][CH:11]=1, predict the reactants needed to synthesize it. The reactants are: [Cl:1][C:2]1[CH:3]=[C:4]([O:15][C:16]2[CH:21]=[CH:20][CH:19]=[CH:18][CH:17]=2)[C:5]([NH:8][C:9]2[S:10][CH:11]=[C:12]([CH3:14])[N:13]=2)=[N:6][CH:7]=1.[Li]C.C([Li])CCC.[C:29]1([S:35][S:35][C:29]2[CH:34]=[CH:33][CH:32]=[CH:31][CH:30]=2)[CH:34]=[CH:33][CH:32]=[CH:31][CH:30]=1. (4) The reactants are: Cl.[NH2:2][C@@H:3]1[CH2:8][CH2:7][C@H:6]([NH:9][C:10]([C:12]2[C:16]3[N:17]=[CH:18][N:19]=[C:20]([C:21]4[CH:26]=[CH:25][C:24]([F:27])=[CH:23][C:22]=4[O:28][CH2:29][CH:30]4[CH2:32][CH2:31]4)[C:15]=3[NH:14][C:13]=2[CH3:33])=[O:11])[CH2:5][CH2:4]1.C([O:37][CH2:38][C:39](Cl)=[O:40])(=O)C. Given the product [CH:30]1([CH2:29][O:28][C:22]2[CH:23]=[C:24]([F:27])[CH:25]=[CH:26][C:21]=2[C:20]2[C:15]3[NH:14][C:13]([CH3:33])=[C:12]([C:10]([NH:9][C@H:6]4[CH2:7][CH2:8][C@@H:3]([NH:2][C:38](=[O:37])[CH2:39][OH:40])[CH2:4][CH2:5]4)=[O:11])[C:16]=3[N:17]=[CH:18][N:19]=2)[CH2:31][CH2:32]1, predict the reactants needed to synthesize it. (5) Given the product [CH3:46][O:45][C:27]1[CH:26]=[C:25]([CH:44]=[CH:43][C:28]=1[O:29][CH2:30][C:31]1[N:32]=[C:33]([C:37]2[CH:42]=[CH:41][CH:40]=[CH:39][CH:38]=2)[O:34][C:35]=1[CH3:36])[CH2:24][N:14]1[C:15]2[CH:3]=[CH:4][CH:5]=[C:6]([O:16][C:17]([CH3:22])([CH3:21])[C:18]([OH:20])=[O:19])[C:7]=2[C:8]2[C:13]1=[CH:12][CH:11]=[CH:10][CH:9]=2, predict the reactants needed to synthesize it. The reactants are: [H-].[Na+].[CH:3]1[C:15]2[NH:14][C:13]3[C:8](=[CH:9][CH:10]=[CH:11][CH:12]=3)[C:7]=2[C:6]([O:16][C:17]([CH3:22])([CH3:21])[C:18]([OH:20])=[O:19])=[CH:5][CH:4]=1.Cl[CH2:24][C:25]1[CH:44]=[CH:43][C:28]([O:29][CH2:30][C:31]2[N:32]=[C:33]([C:37]3[CH:42]=[CH:41][CH:40]=[CH:39][CH:38]=3)[O:34][C:35]=2[CH3:36])=[C:27]([O:45][CH3:46])[CH:26]=1.Cl.